Dataset: Catalyst prediction with 721,799 reactions and 888 catalyst types from USPTO. Task: Predict which catalyst facilitates the given reaction. (1) Reactant: C[O:2][C:3]1[CH:9]=[CH:8][C:7]([S:10]([CH3:13])(=[O:12])=[O:11])=[CH:6][C:4]=1[NH2:5].B(Br)(Br)Br. Product: [CH3:13][S:10]([C:7]1[CH:8]=[CH:9][C:3]([OH:2])=[C:4]([NH2:5])[CH:6]=1)(=[O:11])=[O:12]. The catalyst class is: 22. (2) Reactant: [F:1][C:2]([F:13])([F:12])[C:3]1[CH:8]=[CH:7][C:6](B(O)O)=[CH:5][N:4]=1.C(=O)([O-])[O-].[Cs+].[Cs+].ClCCl.FC(F)(F)S(O[C:29]1[C:41]2[C:40]3[C:35](=[CH:36][CH:37]=[CH:38][CH:39]=3)[NH:34][C:33]=2[CH:32]=[CH:31][CH:30]=1)(=O)=O. Product: [F:1][C:2]([F:13])([F:12])[C:3]1[N:4]=[CH:5][C:6]([C:29]2[C:41]3[C:40]4[C:35](=[CH:36][CH:37]=[CH:38][CH:39]=4)[NH:34][C:33]=3[CH:32]=[CH:31][CH:30]=2)=[CH:7][CH:8]=1. The catalyst class is: 117. (3) Reactant: [C:1]1([C@H:7]([NH:32][C:33]([O:35][C@@H:36]2[CH:41]3[CH2:42][CH2:43][N:38]([CH2:39][CH2:40]3)[CH2:37]2)=[O:34])[C:8]2[CH:9]=[C:10]([CH:29]=[CH:30][CH:31]=2)[O:11][CH2:12][CH:13]2[CH2:18][CH2:17][N:16](C(OCC3C=CC=CC=3)=O)[CH2:15][CH2:14]2)[CH:6]=[CH:5][CH:4]=[CH:3][CH:2]=1.CC1CC=CCC=1. Product: [N:38]12[CH2:39][CH2:40][CH:41]([CH2:42][CH2:43]1)[C@@H:36]([O:35][C:33](=[O:34])[NH:32][C@@H:7]([C:1]1[CH:6]=[CH:5][CH:4]=[CH:3][CH:2]=1)[C:8]1[CH:31]=[CH:30][CH:29]=[C:10]([O:11][CH2:12][CH:13]3[CH2:14][CH2:15][NH:16][CH2:17][CH2:18]3)[CH:9]=1)[CH2:37]2. The catalyst class is: 29. (4) Reactant: C([NH:4][C:5]1[C:6]([Cl:15])=[C:7]([CH:11]=[CH:12][C:13]=1[Cl:14])[C:8]([OH:10])=[O:9])(=O)C.C(O)(=O)C. Product: [NH2:4][C:5]1[C:6]([Cl:15])=[C:7]([CH:11]=[CH:12][C:13]=1[Cl:14])[C:8]([OH:10])=[O:9]. The catalyst class is: 33.